Dataset: Full USPTO retrosynthesis dataset with 1.9M reactions from patents (1976-2016). Task: Predict the reactants needed to synthesize the given product. (1) Given the product [CH3:3][C:4]1[C:13]([NH:14][C:15](=[O:30])[C:16]2[CH:21]=[C:20]([N:22]3[CH2:27][CH2:26][C:25](=[O:28])[CH2:24][CH2:23]3)[CH:19]=[CH:18][C:17]=2[CH3:29])=[C:12]([CH3:31])[CH:11]=[CH:10][C:5]=1[C:6]([OH:8])=[O:7], predict the reactants needed to synthesize it. The reactants are: [OH-].[Na+].[CH3:3][C:4]1[C:13]([NH:14][C:15](=[O:30])[C:16]2[CH:21]=[C:20]([N:22]3[CH2:27][CH2:26][C:25](=[O:28])[CH2:24][CH2:23]3)[CH:19]=[CH:18][C:17]=2[CH3:29])=[C:12]([CH3:31])[CH:11]=[CH:10][C:5]=1[C:6]([O:8]C)=[O:7].CO. (2) Given the product [Cl:1][C:2]1[CH:7]=[CH:6][C:5]([C:8]2[N:9]([CH2:14][CH:15]([OH:20])[C:16]([F:18])([F:19])[F:17])[C:10](=[O:13])[N:11]([CH2:28][C:29]3[CH:38]=[CH:37][C:32]([C:33]([O:35][CH3:36])=[O:34])=[CH:31][CH:30]=3)[N:12]=2)=[CH:4][CH:3]=1, predict the reactants needed to synthesize it. The reactants are: [Cl:1][C:2]1[CH:7]=[CH:6][C:5]([C:8]2[N:9]([CH2:14][CH:15]([OH:20])[C:16]([F:19])([F:18])[F:17])[C:10](=[O:13])[NH:11][N:12]=2)=[CH:4][CH:3]=1.C(=O)([O-])[O-].[Cs+].[Cs+].Br[CH2:28][C:29]1[CH:38]=[CH:37][C:32]([C:33]([O:35][CH3:36])=[O:34])=[CH:31][CH:30]=1. (3) Given the product [Cl:1][C:2]1[CH:7]=[C:6]([N+:8]([O-:10])=[O:9])[CH:5]=[C:4]([CH2:11][CH2:12][OH:15])[C:3]=1[OH:16], predict the reactants needed to synthesize it. The reactants are: [Cl:1][C:2]1[C:3]([OH:16])=[C:4]([CH2:11][CH:12]([OH:15])CO)[CH:5]=[C:6]([N+:8]([O-:10])=[O:9])[CH:7]=1.I([O-])(=O)(=O)=O.[Na+].[BH4-].[Na+].Cl. (4) Given the product [F:1][C:2]1[CH:3]=[C:4]([N+:9]([O-:11])=[O:10])[CH:5]=[CH:6][C:7]=1[N:12]1[CH2:17][CH2:16][O:15][CH2:14][CH2:13]1, predict the reactants needed to synthesize it. The reactants are: [F:1][C:2]1[CH:3]=[C:4]([N+:9]([O-:11])=[O:10])[CH:5]=[CH:6][C:7]=1F.[NH:12]1[CH2:17][CH2:16][O:15][CH2:14][CH2:13]1. (5) Given the product [F:11][C:4]1[CH:3]=[C:2]([CH:19]=[O:20])[C:10]2[O:9][CH:8]=[CH:7][C:6]=2[CH:5]=1, predict the reactants needed to synthesize it. The reactants are: Br[C:2]1[C:10]2[O:9][CH:8]=[CH:7][C:6]=2[CH:5]=[C:4]([F:11])[CH:3]=1.C([Li])CCC.CN(C)[CH:19]=[O:20].[Cl-].[NH4+]. (6) Given the product [CH:1]1([CH2:4][O:5][C:6]2[CH:11]=[C:10]([F:12])[CH:9]=[CH:8][C:7]=2[C:13]2[C:14]3[N:21]([CH2:22][O:23][CH2:24][CH2:25][Si:26]([CH3:27])([CH3:29])[CH3:28])[C:20]([CH3:30])=[C:19]([C:31]([NH:34][CH:35]4[CH2:36][CH2:37][N:38]([C:41]([O:43][C:44]([CH3:47])([CH3:46])[CH3:45])=[O:42])[CH2:39][CH2:40]4)=[O:32])[C:15]=3[N:16]=[CH:17][N:18]=2)[CH2:3][CH2:2]1, predict the reactants needed to synthesize it. The reactants are: [CH:1]1([CH2:4][O:5][C:6]2[CH:11]=[C:10]([F:12])[CH:9]=[CH:8][C:7]=2[C:13]2[C:14]3[N:21]([CH2:22][O:23][CH2:24][CH2:25][Si:26]([CH3:29])([CH3:28])[CH3:27])[C:20]([CH3:30])=[C:19]([C:31](O)=[O:32])[C:15]=3[N:16]=[CH:17][N:18]=2)[CH2:3][CH2:2]1.[NH2:34][CH:35]1[CH2:40][CH2:39][N:38]([C:41]([O:43][C:44]([CH3:47])([CH3:46])[CH3:45])=[O:42])[CH2:37][CH2:36]1. (7) Given the product [CH:18]1([N:21]2[C:25]([O:15][CH2:14][C:11]3[N:12]=[N:13][N:9]([C:3]4[CH:4]=[C:5]([CH3:8])[CH:6]=[CH:7][C:2]=4[F:1])[N:10]=3)=[N:24][N:23]=[C:22]2[C:30]2[CH:31]=[CH:32][N:33]=[CH:34][CH:35]=2)[CH2:20][CH2:19]1, predict the reactants needed to synthesize it. The reactants are: [F:1][C:2]1[CH:7]=[CH:6][C:5]([CH3:8])=[CH:4][C:3]=1[N:9]1[N:13]=[N:12][C:11]([CH2:14][OH:15])=[N:10]1.[H-].[Na+].[CH:18]1([N:21]2[C:25](S(C)(=O)=O)=[N:24][N:23]=[C:22]2[C:30]2[CH:35]=[CH:34][N:33]=[CH:32][CH:31]=2)[CH2:20][CH2:19]1.